From a dataset of Forward reaction prediction with 1.9M reactions from USPTO patents (1976-2016). Predict the product of the given reaction. (1) Given the reactants N1[C:6]2[CH2:7][CH2:8][CH2:9][CH2:10][C:5]=2[N:4]=[C:3]([C:11]([O:13][CH2:14][CH3:15])=[O:12])N=1.C(O)(=O)[C:17]1[C:18](=[CH:20][CH:21]=[CH:22][CH:23]=1)N.N(OCCC(C)C)=O, predict the reaction product. The product is: [CH2:7]1[C:6]2[C:5](=[N:4][C:3]([C:11]([O:13][CH2:14][CH3:15])=[O:12])=[C:17]3[C:18]=2[CH:20]=[CH:21][CH:22]=[CH:23]3)[CH2:10][CH2:9][CH2:8]1. (2) Given the reactants [Cl:1][C:2]1[CH:7]=[C:6]([Cl:8])[CH:5]=[CH:4][C:3]=1[C:9]1[O:10][C:11]2[C:12](=[C:14]([C:18]([OH:20])=O)[CH:15]=[CH:16][CH:17]=2)[N:13]=1.O[N:22]1C2C=CC=CC=2N=N1.Cl.CN(C)CCCN=C=NCC.N, predict the reaction product. The product is: [Cl:1][C:2]1[CH:7]=[C:6]([Cl:8])[CH:5]=[CH:4][C:3]=1[C:9]1[O:10][C:11]2[C:12](=[C:14]([C:18]([NH2:22])=[O:20])[CH:15]=[CH:16][CH:17]=2)[N:13]=1. (3) Given the reactants C([O-])([O-])=O.[Na+].[Na+].[OH:7][S:8]([OH:11])(=[O:10])=[O:9].[C:12]1([CH3:23])[CH:17]=[CH:16][CH:15]=[CH:14][C:13]=1[C:18]1[N:19]=[N:20][NH:21][CH:22]=1, predict the reaction product. The product is: [S:8]([OH:11])([OH:10])(=[O:9])=[O:7].[C:12]1([CH3:23])[CH:17]=[CH:16][CH:15]=[CH:14][C:13]=1[C:18]1[N:19]=[N:20][NH:21][CH:22]=1. (4) Given the reactants [OH:1][CH2:2][C:3]1[C:4]([S:32]([CH3:35])(=[O:34])=[O:33])=[CH:5][C:6]2[N:10]3[CH2:11][CH2:12][N:13]([C:18]4[N:23]=[C:22]([C:24]([F:27])([F:26])[F:25])[C:21]([C:28]([OH:30])=O)=[CH:20][N:19]=4)[C@H:14]([CH:15]([CH3:17])[CH3:16])[C:9]3=[N:8][C:7]=2[CH:31]=1.C[N:37](C(ON1N=NC2C=CC=NC1=2)=[N+](C)C)C.F[P-](F)(F)(F)(F)F.CC[N:62](CC)CC.[NH4+].[Cl-], predict the reaction product. The product is: [OH:1][CH2:2][C:3]1[C:4]([S:32]([CH3:35])(=[O:33])=[O:34])=[CH:5][C:6]2[N:10]3[CH2:11][CH2:12][N:13]([C:18]4[N:23]=[C:22]([C:24]([F:25])([F:27])[F:26])[C:21]([C:28]([NH2:37])=[O:30])=[CH:20][N:19]=4)[C@H:14]([CH:15]([CH3:16])[CH3:17])[C:9]3=[N:8][C:7]=2[CH:31]=1.[OH:1][CH2:2][C:3]1[C:4]([S:32]([CH3:35])(=[O:33])=[O:34])=[CH:5][C:6]2[N:10]3[CH2:11][CH2:12][N:13]([C:18]4[N:23]=[C:22]([C:24]([F:25])([F:27])[F:26])[C:21]([C:28]([NH2:62])=[O:30])=[CH:20][N:19]=4)[C@@H:14]([CH:15]([CH3:16])[CH3:17])[C:9]3=[N:8][C:7]=2[CH:31]=1. (5) Given the reactants [CH:1]1([N:4]2[CH2:9][CH2:8][N:7]3[N:10]=[C:11]([NH2:13])[CH:12]=[C:6]3[CH2:5]2)[CH2:3][CH2:2]1.CC1(C)C2C(=C(P(C3C=CC=CC=3)C3C=CC=CC=3)C=CC=2)OC2C(P(C3C=CC=CC=3)C3C=CC=CC=3)=CC=CC1=2.Br[C:57]1[C:58](=[O:65])[N:59]([CH3:64])[CH:60]=[C:61]([Br:63])[CH:62]=1.C([O-])([O-])=O.[Cs+].[Cs+], predict the reaction product. The product is: [Br:63][C:61]1[CH:62]=[C:57]([NH:13][C:11]2[CH:12]=[C:6]3[CH2:5][N:4]([CH:1]4[CH2:3][CH2:2]4)[CH2:9][CH2:8][N:7]3[N:10]=2)[C:58](=[O:65])[N:59]([CH3:64])[CH:60]=1. (6) Given the reactants [F:1][C:2]1[CH:3]=[C:4]([NH:19][C:20]([CH:22]2[CH2:26][CH2:25][NH:24][C:23]2=[O:27])=[O:21])[CH:5]=[CH:6][C:7]=1[O:8][C:9]1[CH:14]=[CH:13][N:12]=[C:11]2[CH:15]=[C:16](I)[S:17][C:10]=12.[CH3:28][NH:29][C:30]([C:32]1[CH:37]=[CH:36][C:35](B(O)O)=[CH:34][CH:33]=1)=[O:31].C([O-])([O-])=O.[Na+].[Na+], predict the reaction product. The product is: [F:1][C:2]1[CH:3]=[C:4]([NH:19][C:20]([CH:22]2[CH2:26][CH2:25][NH:24][C:23]2=[O:27])=[O:21])[CH:5]=[CH:6][C:7]=1[O:8][C:9]1[CH:14]=[CH:13][N:12]=[C:11]2[CH:15]=[C:16]([C:35]3[CH:36]=[CH:37][C:32]([C:30](=[O:31])[NH:29][CH3:28])=[CH:33][CH:34]=3)[S:17][C:10]=12.